From a dataset of Reaction yield outcomes from USPTO patents with 853,638 reactions. Predict the reaction yield, written as a fraction of the theoretical maximum amount of product (1.0 means a 100% yield; for example, 0.34 means a 34% yield). (1) The reactants are [F:1][C:2]1[CH:7]=[CH:6][C:5]([F:8])=[CH:4][C:3]=1[O:9][C:10]1[CH:15]=[CH:14][C:13]([N+:16]([O-])=O)=[CH:12][CH:11]=1.O.NN. The catalyst is CO.[Ni]. The product is [F:1][C:2]1[CH:7]=[CH:6][C:5]([F:8])=[CH:4][C:3]=1[O:9][C:10]1[CH:11]=[CH:12][C:13]([NH2:16])=[CH:14][CH:15]=1. The yield is 0.930. (2) The reactants are Cl[CH2:2][C:3]([C:5]1[CH:10]=[CH:9][C:8]([C:11]#[N:12])=[CH:7][CH:6]=1)=[O:4].[NH:13]1[CH:17]=[CH:16][N:15]=[CH:14]1. The catalyst is CC#N.ClCCl.O. The product is [NH:13]1[CH:17]=[CH:16][N:15]=[C:14]1[CH2:2][C:3]([C:5]1[CH:10]=[CH:9][C:8]([C:11]#[N:12])=[CH:7][CH:6]=1)=[O:4]. The yield is 0.900. (3) The reactants are Br[C:2]1[CH:7]=[CH:6][C:5]([O:8][CH2:9][CH2:10][CH2:11][CH2:12][CH2:13][CH2:14][CH3:15])=[CH:4][CH:3]=1.[O:16]=[C:17]1[NH:22][CH2:21][CH2:20][N:19]([C:23]([O:25][C:26]([CH3:29])([CH3:28])[CH3:27])=[O:24])[CH2:18]1.[I-].CN[C@@H]1CCCC[C@H]1NC.C(=O)([O-])[O-].[K+].[K+]. The catalyst is O1CCOCC1.[Cu]. The product is [CH2:9]([O:8][C:5]1[CH:6]=[CH:7][C:2]([N:22]2[CH2:21][CH2:20][N:19]([C:23]([O:25][C:26]([CH3:28])([CH3:27])[CH3:29])=[O:24])[CH2:18][C:17]2=[O:16])=[CH:3][CH:4]=1)[CH2:10][CH2:11][CH2:12][CH2:13][CH2:14][CH3:15]. The yield is 0.890.